This data is from NCI-60 drug combinations with 297,098 pairs across 59 cell lines. The task is: Regression. Given two drug SMILES strings and cell line genomic features, predict the synergy score measuring deviation from expected non-interaction effect. (1) Drug 1: CN1C2=C(C=C(C=C2)N(CCCl)CCCl)N=C1CCCC(=O)O.Cl. Drug 2: C#CCC(CC1=CN=C2C(=N1)C(=NC(=N2)N)N)C3=CC=C(C=C3)C(=O)NC(CCC(=O)O)C(=O)O. Cell line: OVCAR-8. Synergy scores: CSS=1.06, Synergy_ZIP=0.196, Synergy_Bliss=-0.280, Synergy_Loewe=0.154, Synergy_HSA=-0.771. (2) Drug 1: COC1=CC(=CC(=C1O)OC)C2C3C(COC3=O)C(C4=CC5=C(C=C24)OCO5)OC6C(C(C7C(O6)COC(O7)C8=CC=CS8)O)O. Drug 2: CN(C)N=NC1=C(NC=N1)C(=O)N. Cell line: CAKI-1. Synergy scores: CSS=43.2, Synergy_ZIP=-4.84, Synergy_Bliss=-6.29, Synergy_Loewe=-11.9, Synergy_HSA=-1.82. (3) Drug 1: CC1=C(C=C(C=C1)NC2=NC=CC(=N2)N(C)C3=CC4=NN(C(=C4C=C3)C)C)S(=O)(=O)N.Cl. Drug 2: C1CC(C1)(C(=O)O)C(=O)O.[NH2-].[NH2-].[Pt+2]. Cell line: PC-3. Synergy scores: CSS=20.2, Synergy_ZIP=-0.00755, Synergy_Bliss=0.632, Synergy_Loewe=-0.0430, Synergy_HSA=1.82. (4) Drug 1: C1CN1P(=S)(N2CC2)N3CC3. Drug 2: CC1C(C(CC(O1)OC2CC(CC3=C2C(=C4C(=C3O)C(=O)C5=C(C4=O)C(=CC=C5)OC)O)(C(=O)CO)O)N)O.Cl. Cell line: MOLT-4. Synergy scores: CSS=65.0, Synergy_ZIP=2.07, Synergy_Bliss=4.33, Synergy_Loewe=-9.88, Synergy_HSA=3.96. (5) Drug 1: C1CN(CCN1C(=O)CCBr)C(=O)CCBr. Drug 2: N.N.Cl[Pt+2]Cl. Cell line: 786-0. Synergy scores: CSS=68.5, Synergy_ZIP=-4.22, Synergy_Bliss=1.07, Synergy_Loewe=-7.63, Synergy_HSA=2.74. (6) Drug 1: CC1=C(C=C(C=C1)NC2=NC=CC(=N2)N(C)C3=CC4=NN(C(=C4C=C3)C)C)S(=O)(=O)N.Cl. Drug 2: CCCS(=O)(=O)NC1=C(C(=C(C=C1)F)C(=O)C2=CNC3=C2C=C(C=N3)C4=CC=C(C=C4)Cl)F. Cell line: SK-MEL-28. Synergy scores: CSS=33.6, Synergy_ZIP=1.63, Synergy_Bliss=1.12, Synergy_Loewe=-29.8, Synergy_HSA=-2.50.